Dataset: CYP1A2 inhibition data for predicting drug metabolism from PubChem BioAssay. Task: Regression/Classification. Given a drug SMILES string, predict its absorption, distribution, metabolism, or excretion properties. Task type varies by dataset: regression for continuous measurements (e.g., permeability, clearance, half-life) or binary classification for categorical outcomes (e.g., BBB penetration, CYP inhibition). Dataset: cyp1a2_veith. The drug is O=c1c(-c2cc(F)cc(F)c2)nc2cnc(Nc3ccccc3)nc2n1C[C@H]1CCCO1. The result is 0 (non-inhibitor).